Dataset: Peptide-MHC class I binding affinity with 185,985 pairs from IEDB/IMGT. Task: Regression. Given a peptide amino acid sequence and an MHC pseudo amino acid sequence, predict their binding affinity value. This is MHC class I binding data. (1) The peptide sequence is KQLESVMYL. The MHC is HLA-A02:12 with pseudo-sequence HLA-A02:12. The binding affinity (normalized) is 0.898. (2) The peptide sequence is TTAQGTSMY. The MHC is HLA-A11:01 with pseudo-sequence HLA-A11:01. The binding affinity (normalized) is 0.238.